From a dataset of Catalyst prediction with 721,799 reactions and 888 catalyst types from USPTO. Predict which catalyst facilitates the given reaction. (1) Reactant: [OH:1][NH:2][C:3](=[O:18])[C:4]1[CH:9]=[CH:8][CH:7]=[CH:6][C:5]=1[C:10]#[C:11][C:12]1[CH:17]=[CH:16][CH:15]=[CH:14][CH:13]=1. Product: [OH:1][NH:2][C:3](=[O:18])[C:4]1[CH:9]=[CH:8][CH:7]=[CH:6][C:5]=1[CH2:10][CH2:11][C:12]1[CH:17]=[CH:16][CH:15]=[CH:14][CH:13]=1. The catalyst class is: 582. (2) Reactant: [Br:1][C:2]1[CH:11]=[CH:10][C:5]([C:6]([NH:8][CH3:9])=[O:7])=[C:4]([CH2:12]O)[CH:3]=1.CN1CCN(C)C1=O.C([Mg]Cl)(C)C. Product: [Br:1][C:2]1[CH:3]=[C:4]2[C:5](=[CH:10][CH:11]=1)[C:6](=[O:7])[N:8]([CH3:9])[CH2:12]2. The catalyst class is: 25. (3) The catalyst class is: 1. Reactant: [N:1]([CH2:4][C:5]1[C:10]([F:11])=[CH:9][C:8]([Br:12])=[CH:7][C:6]=1[F:13])=[N+]=[N-].C1C=CC(P(C2C=CC=CC=2)C2C=CC=CC=2)=CC=1.O. Product: [Br:12][C:8]1[CH:7]=[C:6]([F:13])[C:5]([CH2:4][NH2:1])=[C:10]([F:11])[CH:9]=1. (4) Reactant: [CH3:1][C:2]1[CH:7]=[CH:6][C:5]([O:8][CH3:9])=[CH:4][C:3]=1[OH:10].F[C:12]1[CH:17]=[CH:16][C:15]([N+:18]([O-:20])=[O:19])=[CH:14][CH:13]=1.C(=O)([O-])[O-]. Product: [CH3:1][C:2]1[CH:7]=[CH:6][C:5]([O:8][CH3:9])=[CH:4][C:3]=1[O:10][C:12]1[CH:17]=[CH:16][C:15]([N+:18]([O-:20])=[O:19])=[CH:14][CH:13]=1. The catalyst class is: 10. (5) Reactant: [CH3:1][O:2][C:3]1[CH:4]=[CH:5][C:6]([CH2:17][C:18](=[O:22])[CH:19]([CH3:21])[CH3:20])=[C:7]([NH:9][C:10](=[O:16])[O:11][C:12]([CH3:15])([CH3:14])[CH3:13])[CH:8]=1.[H-].[Na+].Cl[CH2:26][C:27]1[N:32]=[C:31]([C:33]#[N:34])[CH:30]=[CH:29][CH:28]=1.[Cl-].[NH4+]. Product: [C:33]([C:31]1[N:32]=[C:27]([CH2:26][CH:17]([C:6]2[CH:5]=[CH:4][C:3]([O:2][CH3:1])=[CH:8][C:7]=2[NH:9][C:10](=[O:16])[O:11][C:12]([CH3:15])([CH3:14])[CH3:13])[C:18](=[O:22])[CH:19]([CH3:20])[CH3:21])[CH:28]=[CH:29][CH:30]=1)#[N:34]. The catalyst class is: 9. (6) Product: [C:32]([O:31][C:29](=[O:30])[CH2:28][N:1]([CH2:28][C:29]([O:31][C:22]([CH3:21])([CH3:13])[CH3:17])=[O:30])[C:2]1[CH:7]=[CH:6][CH:5]=[CH:4][C:3]=1[OH:8])([CH3:35])([CH3:34])[CH3:33]. Reactant: [NH2:1][C:2]1[CH:7]=[CH:6][CH:5]=[CH:4][C:3]=1[OH:8].[Na+].[I-].CN(C)[C:13]1[C:22]2[C:17](=CC=C[C:21]=2N(C)C)C=CC=1.Br[CH2:28][C:29]([O:31][C:32]([CH3:35])([CH3:34])[CH3:33])=[O:30]. The catalyst class is: 23. (7) Reactant: C([O:3][C:4](=[O:22])[CH2:5][N:6]1[CH2:11][CH2:10][CH:9]([C:12](=[O:21])[C:13]2[CH:18]=[CH:17][C:16]([O:19][CH3:20])=[CH:15][CH:14]=2)[CH2:8][CH2:7]1)C.[OH-].[Na+]. Product: [CH3:20][O:19][C:16]1[CH:15]=[CH:14][C:13]([C:12]([CH:9]2[CH2:10][CH2:11][N:6]([CH2:5][C:4]([OH:22])=[O:3])[CH2:7][CH2:8]2)=[O:21])=[CH:18][CH:17]=1. The catalyst class is: 88. (8) Reactant: [CH3:1][C:2]1[CH:7]=[CH:6][CH:5]=[C:4]([CH3:8])[C:3]=1[OH:9].O1CCOCC1.CC(C)([O-])C.[K+].Cl[C:23]1[N:24]=[N+:25]([O-:30])[C:26]([Cl:29])=[CH:27][CH:28]=1. Product: [Cl:29][C:26]1[N+:25]([O-:30])=[N:24][C:23]([O:9][C:3]2[C:4]([CH3:8])=[CH:5][CH:6]=[CH:7][C:2]=2[CH3:1])=[CH:28][CH:27]=1. The catalyst class is: 16. (9) Reactant: [F:1][C:2]1([F:33])[O:6][C:5]2[CH:7]=[CH:8][C:9]([C:11]3([C:14]([NH:16][C:17]4[N:22]=[C:21]([C:23]5[CH:24]=[N:25][C:26]([O:30]C)=[CH:27][C:28]=5[CH3:29])[CH:20]=[C:19]([CH3:32])[CH:18]=4)=[O:15])[CH2:13][CH2:12]3)=[CH:10][C:4]=2[O:3]1.Cl. Product: [F:33][C:2]1([F:1])[O:6][C:5]2[CH:7]=[CH:8][C:9]([C:11]3([C:14]([NH:16][C:17]4[CH:18]=[C:19]([CH3:32])[CH:20]=[C:21]([C:23]5[C:28]([CH3:29])=[CH:27][C:26](=[O:30])[NH:25][CH:24]=5)[N:22]=4)=[O:15])[CH2:13][CH2:12]3)=[CH:10][C:4]=2[O:3]1. The catalyst class is: 12.